Dataset: CYP3A4 inhibition data for predicting drug metabolism from PubChem BioAssay. Task: Regression/Classification. Given a drug SMILES string, predict its absorption, distribution, metabolism, or excretion properties. Task type varies by dataset: regression for continuous measurements (e.g., permeability, clearance, half-life) or binary classification for categorical outcomes (e.g., BBB penetration, CYP inhibition). Dataset: cyp3a4_veith. (1) The drug is O=C(Nc1cccc(F)c1)N1CCC2(CC1)CCN(C(=O)c1cc(C(F)(F)F)cc(C(F)(F)F)c1)CC2. The result is 0 (non-inhibitor). (2) The compound is O=c1c(CCc2ccccc2)nc2cnc(N3CCNCC3)nc2n1Cc1ccc(F)cc1. The result is 1 (inhibitor). (3) The molecule is Cc1cccc(CNc2cc(-c3cccnc3)ncn2)c1. The result is 1 (inhibitor). (4) The drug is CN(C)C(=O)c1ccc(-c2cc(NCc3cccnc3)ncn2)cc1. The result is 1 (inhibitor).